From a dataset of Catalyst prediction with 721,799 reactions and 888 catalyst types from USPTO. Predict which catalyst facilitates the given reaction. Reactant: C(O)(C(F)(F)F)=O.[Cl:8][C:9]1[CH:10]=[C:11]([S:17]([N:20]2[CH2:25][CH2:24][CH:23]([NH:26]C(=O)OC(C)(C)C)[CH2:22][CH2:21]2)(=[O:19])=[O:18])[CH:12]=[CH:13][C:14]=1[O:15][CH3:16].C([O-])(O)=O.[Na+]. Product: [Cl:8][C:9]1[CH:10]=[C:11]([S:17]([N:20]2[CH2:21][CH2:22][CH:23]([NH2:26])[CH2:24][CH2:25]2)(=[O:18])=[O:19])[CH:12]=[CH:13][C:14]=1[O:15][CH3:16]. The catalyst class is: 2.